Task: Predict the product of the given reaction.. Dataset: Forward reaction prediction with 1.9M reactions from USPTO patents (1976-2016) (1) Given the reactants [Cl:1][C:2]1[CH:7]=[CH:6][C:5]([NH:8][C:9](=[O:22])[C:10]2[CH:15]=[CH:14][C:13]([CH2:16][S:17]([CH3:20])(=[O:19])=[O:18])=[C:12]([OH:21])[CH:11]=2)=[CH:4][C:3]=1[C:23]1[CH:28]=[CH:27][CH:26]=[CH:25][N:24]=1.I[CH3:30], predict the reaction product. The product is: [Cl:1][C:2]1[CH:7]=[CH:6][C:5]([NH:8][C:9](=[O:22])[C:10]2[CH:15]=[CH:14][C:13]([CH2:16][S:17]([CH3:20])(=[O:19])=[O:18])=[C:12]([O:21][CH3:30])[CH:11]=2)=[CH:4][C:3]=1[C:23]1[CH:28]=[CH:27][CH:26]=[CH:25][N:24]=1. (2) Given the reactants [NH:1]1[CH2:5][CH2:4][CH2:3][CH2:2]1.[Cl:6][C:7]1[C:30]([F:31])=[CH:29][CH:28]=[C:27]([F:32])[C:8]=1[CH2:9][N:10]1[CH2:15][CH2:14][NH:13][C:12]2[N:16]=[CH:17][C:18]([C:20]3[CH:25]=[CH:24][N:23]=[C:22](Cl)[CH:21]=3)=[CH:19][C:11]1=2, predict the reaction product. The product is: [Cl:6][C:7]1[C:30]([F:31])=[CH:29][CH:28]=[C:27]([F:32])[C:8]=1[CH2:9][N:10]1[CH2:15][CH2:14][NH:13][C:12]2[N:16]=[CH:17][C:18]([C:20]3[CH:21]=[CH:22][N:23]=[C:24]([N:1]4[CH2:5][CH2:4][CH2:3][CH2:2]4)[CH:25]=3)=[CH:19][C:11]1=2. (3) Given the reactants [Cl:1][C:2]1[C:3]([C:8](N(OC)C)=[O:9])=[N:4][S:5][C:6]=1[Cl:7].[CH3:14][Mg+].[Br-], predict the reaction product. The product is: [Cl:1][C:2]1[C:3]([C:8](=[O:9])[CH3:14])=[N:4][S:5][C:6]=1[Cl:7]. (4) Given the reactants Cl[C:2]1[C:11]2=[N:12][N:13](CC3C=CC(OC)=CC=3)[CH:14]=[C:10]2[C:9]2[CH:8]=[C:7]([O:24][CH3:25])[CH:6]=[CH:5][C:4]=2[N:3]=1.[NH2:26][C:27]1[CH:32]=[CH:31][C:30]([C:33]([N:35]2[CH2:39][CH2:38][CH2:37][CH2:36]2)=[O:34])=[CH:29][CH:28]=1.Cl, predict the reaction product. The product is: [CH3:25][O:24][C:7]1[CH:6]=[CH:5][C:4]2[N:3]=[C:2]([NH:26][C:27]3[CH:32]=[CH:31][C:30]([C:33]([N:35]4[CH2:36][CH2:37][CH2:38][CH2:39]4)=[O:34])=[CH:29][CH:28]=3)[C:11]3=[N:12][NH:13][CH:14]=[C:10]3[C:9]=2[CH:8]=1. (5) Given the reactants [CH3:1][N:2]([CH2:4][C-:5]1[CH:9]=[CH:8][CH:7]=[CH:6]1)[CH3:3].[CH-]1C=CC=C1.[Fe+2:15].C([Li])CCC.CN(CCN(C)C)C.C(=O)=O.CC(C)=O.Cl[Si:37]([C:50]1[CH:55]=[CH:54][CH:53]=[CH:52][CH:51]=1)([C:44]1[CH:49]=[CH:48][CH:47]=[CH:46][CH:45]=1)[C:38]1[CH:43]=[CH:42][CH:41]=[CH:40][CH:39]=1.C(OCC)C, predict the reaction product. The product is: [CH3:1][N:2]([CH2:4][C-:5]1[CH:9]=[CH:8][CH:7]=[C:6]1[Si:37]([C:44]1[CH:45]=[CH:46][CH:47]=[CH:48][CH:49]=1)([C:50]1[CH:55]=[CH:54][CH:53]=[CH:52][CH:51]=1)[C:38]1[CH:39]=[CH:40][CH:41]=[CH:42][CH:43]=1)[CH3:3].[CH-:5]1[CH:9]=[CH:8][CH:7]=[CH:6]1.[Fe+2:15]. (6) Given the reactants O[C:2]1([C:12]2[CH:19]=[CH:18][C:15]([C:16]#[N:17])=[CH:14][CH:13]=2)[CH2:11][CH2:10][CH2:9][C:8]2[N:7]=[CH:6][N:5]=[CH:4][C:3]1=2.C(=O)(O)[O-].[Na+], predict the reaction product. The product is: [N:7]1[C:8]2[CH2:9][CH2:10][CH:11]=[C:2]([C:12]3[CH:19]=[CH:18][C:15]([C:16]#[N:17])=[CH:14][CH:13]=3)[C:3]=2[CH:4]=[N:5][CH:6]=1. (7) Given the reactants Br[C:2]1[S:3][C:4]2[C:10]([C:11]3[CH:16]=[CH:15][C:14]([Cl:17])=[CH:13][CH:12]=3)=[C:9]([O:18][CH3:19])[C:8]([CH3:20])=[CH:7][C:5]=2[N:6]=1.[CH3:21][C:22]1([CH3:33])[C:26](C)(C)OB(C=C(C)C)O1.[O-]P([O-])([O-])=O.[K+].[K+].[K+], predict the reaction product. The product is: [Cl:17][C:14]1[CH:15]=[CH:16][C:11]([C:10]2[C:4]3[S:3][C:2]([CH:21]=[C:22]([CH3:33])[CH3:26])=[N:6][C:5]=3[CH:7]=[C:8]([CH3:20])[C:9]=2[O:18][CH3:19])=[CH:12][CH:13]=1. (8) Given the reactants [BrH:1].[Br:2][C:3]([CH3:28])([CH3:27])[C:4]([C:6]1[CH:11]=[CH:10][C:9]([O:12][C:13]2[CH:18]=[CH:17][C:16]([C:19]([CH:21]3[CH2:26][CH2:25][CH2:24][CH2:23][CH2:22]3)=[O:20])=[CH:15][CH:14]=2)=[CH:8][CH:7]=1)=[O:5].[Br-], predict the reaction product. The product is: [Br:2][C:3]([CH3:28])([CH3:27])[C:4]([C:6]1[CH:7]=[CH:8][C:9]([O:12][C:13]2[CH:18]=[CH:17][C:16]([C:19]([C:21]3([Br:1])[CH2:26][CH2:25][CH2:24][CH2:23][CH2:22]3)=[O:20])=[CH:15][CH:14]=2)=[CH:10][CH:11]=1)=[O:5].